Regression. Given a peptide amino acid sequence and an MHC pseudo amino acid sequence, predict their binding affinity value. This is MHC class I binding data. From a dataset of Peptide-MHC class I binding affinity with 185,985 pairs from IEDB/IMGT. (1) The peptide sequence is YTGDFDSVI. The MHC is HLA-A33:01 with pseudo-sequence HLA-A33:01. The binding affinity (normalized) is 0. (2) The peptide sequence is KVASAGISY. The MHC is HLA-A11:01 with pseudo-sequence HLA-A11:01. The binding affinity (normalized) is 0.634. (3) The peptide sequence is DTTTDISKY. The MHC is HLA-A25:01 with pseudo-sequence HLA-A25:01. The binding affinity (normalized) is 0.738. (4) The peptide sequence is EYRKILRQR. The MHC is HLA-B54:01 with pseudo-sequence HLA-B54:01. The binding affinity (normalized) is 0. (5) The peptide sequence is GRGPIRFVL. The MHC is HLA-A69:01 with pseudo-sequence HLA-A69:01. The binding affinity (normalized) is 0.0847.